Predict the product of the given reaction. From a dataset of Forward reaction prediction with 1.9M reactions from USPTO patents (1976-2016). (1) Given the reactants [NH2:1][C:2]1[C:3]([C:28]([NH2:30])=[O:29])=[N:4][C:5]([CH:8]2[CH2:13][CH2:12][N:11]([C:14]3[N:19]=[C:18](Cl)[N:17]=[C:16]([O:21][CH2:22][C@H:23]4[CH2:25][C@H:24]4[C:26]#[N:27])[N:15]=3)[CH2:10][CH2:9]2)=[CH:6][CH:7]=1.C1C=CC(P(C2C=CC=CC=2)CCCP(C2C=CC=CC=2)C2C=CC=CC=2)=CC=1.C[CH2:61][O:62][C:63](C)=[O:64], predict the reaction product. The product is: [NH2:1][C:2]1[CH:7]=[CH:6][C:5]([CH:8]2[CH2:13][CH2:12][N:11]([C:14]3[N:15]=[C:16]([O:21][CH2:22][C@H:23]4[CH2:25][C@H:24]4[C:26]#[N:27])[N:17]=[C:18]([C:63]([O:62][CH3:61])=[O:64])[N:19]=3)[CH2:10][CH2:9]2)=[N:4][C:3]=1[C:28](=[O:29])[NH2:30]. (2) Given the reactants C([Li])CCC.[Si:6]([O:13][CH2:14][C:15]1[N:20]=[C:19]([N:21]=[C:22]2[N:26]([CH2:27][O:28][CH3:29])[CH:25]=[CH:24][S:23]2)[CH:18]=[CH:17][CH:16]=1)([C:9]([CH3:12])([CH3:11])[CH3:10])([CH3:8])[CH3:7].C1C=CC(S(N(S(C2C=CC=CC=2)(=O)=O)[F:40])(=O)=O)=CC=1.C(O)(=O)C, predict the reaction product. The product is: [Si:6]([O:13][CH2:14][C:15]1[N:20]=[C:19]([N:21]=[C:22]2[N:26]([CH2:27][O:28][CH3:29])[CH:25]=[C:24]([F:40])[S:23]2)[CH:18]=[CH:17][CH:16]=1)([C:9]([CH3:12])([CH3:11])[CH3:10])([CH3:8])[CH3:7]. (3) Given the reactants CC1(C)C(C)(C)OB([C:9]2[CH:14]=[CH:13][C:12]([S:15]([CH:18]3[CH2:23][CH2:22][CH2:21][N:20]([C:24]([O:26][C:27]([CH3:30])([CH3:29])[CH3:28])=[O:25])[CH2:19]3)(=[O:17])=[O:16])=[CH:11][CH:10]=2)O1.Br[C:33]1[N:34]=[C:35]([C:40]2[S:41][C:42]([C:45]3[CH:50]=[CH:49][CH:48]=[CH:47][CH:46]=3)=[N:43][N:44]=2)[C:36]([NH2:39])=[N:37][CH:38]=1.C(Cl)Cl.C([O-])([O-])=O.[Na+].[Na+], predict the reaction product. The product is: [NH2:39][C:36]1[N:37]=[CH:38][C:33]([C:9]2[CH:10]=[CH:11][C:12]([S:15]([CH:18]3[CH2:23][CH2:22][CH2:21][N:20]([C:24]([O:26][C:27]([CH3:28])([CH3:30])[CH3:29])=[O:25])[CH2:19]3)(=[O:17])=[O:16])=[CH:13][CH:14]=2)=[N:34][C:35]=1[C:40]1[S:41][C:42]([C:45]2[CH:50]=[CH:49][CH:48]=[CH:47][CH:46]=2)=[N:43][N:44]=1. (4) The product is: [ClH:17].[CH3:18][N:19]([CH2:21][C:15]1[S:14][C:6]2[NH:7][C:8](=[O:13])[C:9]3[CH:10]=[CH:11][CH:12]=[C:3]([O:2][CH3:1])[C:4]=3[C:5]=2[CH:16]=1)[CH3:20]. Given the reactants [CH3:1][O:2][C:3]1[C:4]2[C:5]3[CH:16]=[CH:15][S:14][C:6]=3[NH:7][C:8](=[O:13])[C:9]=2[CH:10]=[CH:11][CH:12]=1.[Cl-:17].[CH3:18][N+:19](=[CH2:21])[CH3:20], predict the reaction product. (5) Given the reactants [O:1]1[CH2:6][CH2:5][N:4]([C:7]2[S:8][N:9]=[C:10]3[CH:15]=[C:14](Br)[CH:13]=[N:12][C:11]=23)[CH2:3][CH2:2]1.[CH3:17][O:18][C:19]1[CH:24]=[C:23]([O:25][CH3:26])[CH:22]=[CH:21][C:20]=1B(O)O.C([O-])([O-])=O.[K+].[K+], predict the reaction product. The product is: [CH3:17][O:18][C:19]1[CH:24]=[C:23]([O:25][CH3:26])[CH:22]=[CH:21][C:20]=1[C:14]1[CH:13]=[N:12][C:11]2=[C:7]([N:4]3[CH2:5][CH2:6][O:1][CH2:2][CH2:3]3)[S:8][N:9]=[C:10]2[CH:15]=1. (6) The product is: [NH2:1][C:2]1[C:10]([Cl:11])=[CH:9][C:5]([C:6]([N:18]2[CH:22]=[CH:21][N:20]=[CH:19]2)=[O:8])=[C:4]([O:12][CH3:13])[C:3]=1[O:14][CH3:15]. Given the reactants [NH2:1][C:2]1[C:10]([Cl:11])=[CH:9][C:5]([C:6]([OH:8])=O)=[C:4]([O:12][CH3:13])[C:3]=1[O:14][CH3:15].C([N:18]1[CH:22]=[CH:21][N:20]=[CH:19]1)([N:18]1[CH:22]=[CH:21][N:20]=[CH:19]1)=O, predict the reaction product.